Predict the reaction yield, written as a fraction of the theoretical maximum amount of product (1.0 means a 100% yield; for example, 0.34 means a 34% yield). From a dataset of Reaction yield outcomes from USPTO patents with 853,638 reactions. The reactants are [CH3:1][O:2][C:3]1[C:8]2[O:9][CH2:10][O:11][C:7]=2[CH:6]=[C:5]([C:12](OC)=[O:13])[CH:4]=1.[H-].[H-].[H-].[H-].[Li+].[Al+3].O.[OH-].[Na+]. The catalyst is C1COCC1. The product is [CH3:1][O:2][C:3]1[C:8]2[O:9][CH2:10][O:11][C:7]=2[CH:6]=[C:5]([CH2:12][OH:13])[CH:4]=1. The yield is 0.520.